Task: Regression. Given a peptide amino acid sequence and an MHC pseudo amino acid sequence, predict their binding affinity value. This is MHC class I binding data.. Dataset: Peptide-MHC class I binding affinity with 185,985 pairs from IEDB/IMGT (1) The peptide sequence is CSALYRYL. The MHC is H-2-Db with pseudo-sequence H-2-Db. The binding affinity (normalized) is 0. (2) The peptide sequence is PVVCSMEYK. The MHC is HLA-A31:01 with pseudo-sequence HLA-A31:01. The binding affinity (normalized) is 0.149. (3) The peptide sequence is VSSHKGWAK. The MHC is HLA-B51:01 with pseudo-sequence HLA-B51:01. The binding affinity (normalized) is 0.0847. (4) The peptide sequence is EELMKSPEAA. The MHC is HLA-B45:01 with pseudo-sequence HLA-B45:01. The binding affinity (normalized) is 0.367.